The task is: Predict the reactants needed to synthesize the given product.. This data is from Full USPTO retrosynthesis dataset with 1.9M reactions from patents (1976-2016). (1) Given the product [OH:1][C@@:2]1([C:31]([F:34])([F:33])[F:32])[C:14]2[CH:13]=[C:12]([O:15][CH2:16][C@@H:17]([OH:19])[CH3:18])[CH:11]=[C:10]([C:20]3[CH:21]=[N:22][N:23]([C:25]([CH3:30])([CH3:29])[C:26]([NH2:40])=[O:27])[CH:24]=3)[C:9]=2[C:8]2[C:3]1=[CH:4][CH:5]=[CH:6][CH:7]=2, predict the reactants needed to synthesize it. The reactants are: [OH:1][C@@:2]1([C:31]([F:34])([F:33])[F:32])[C:14]2[CH:13]=[C:12]([O:15][CH2:16][C@@H:17]([OH:19])[CH3:18])[CH:11]=[C:10]([C:20]3[CH:21]=[N:22][N:23]([C:25]([CH3:30])([CH3:29])[C:26](O)=[O:27])[CH:24]=3)[C:9]=2[C:8]2[C:3]1=[CH:4][CH:5]=[CH:6][CH:7]=2.[Cl-].[NH4+].C([N:40](C(C)C)CC)(C)C.F[P-](F)(F)(F)(F)F.CN(C(N(C)C)=[N+]1C2C(=NC=CC=2)[N+]([O-])=N1)C.CN(C(ON1N=NC2C=CC=NC1=2)=[N+](C)C)C.F[P-](F)(F)(F)(F)F. (2) Given the product [F:1][C:2]1[CH:3]=[C:4]([CH:34]=[CH:35][C:36]=1[F:37])[CH2:5][C:6]1([C:29]([NH2:40])=[O:31])[CH2:11][CH2:10][CH2:9][N:8]2[C:12]([C:15]3[CH:20]=[CH:19][C:18]([C:21]4[O:25][C:24]([CH3:26])=[N:23][CH:22]=4)=[C:17]([O:27][CH3:28])[CH:16]=3)=[N:13][N:14]=[C:7]12, predict the reactants needed to synthesize it. The reactants are: [F:1][C:2]1[CH:3]=[C:4]([CH:34]=[CH:35][C:36]=1[F:37])[CH2:5][C:6]1([C:29]([O:31]CC)=O)[CH2:11][CH2:10][CH2:9][N:8]2[C:12]([C:15]3[CH:20]=[CH:19][C:18]([C:21]4[O:25][C:24]([CH3:26])=[N:23][CH:22]=4)=[C:17]([O:27][CH3:28])[CH:16]=3)=[N:13][N:14]=[C:7]12.C([NH2:40])=O.C[O-].[Na+].[Cl-].[NH4+].